This data is from Full USPTO retrosynthesis dataset with 1.9M reactions from patents (1976-2016). The task is: Predict the reactants needed to synthesize the given product. (1) Given the product [F:32][C:26]1[CH:27]=[CH:28][CH:29]=[C:30]([F:31])[C:25]=1[NH:24][C:22](=[O:23])[C:21]1[CH:33]=[C:17]([C:9]2[N:10]=[C:11]3[CH:16]=[CH:15][CH:14]=[CH:13][N:12]3[C:8]=2[C:6]2[CH:5]=[CH:4][N:3]=[C:2]([NH:40][C:39]3[CH:41]=[C:42]([CH3:55])[C:43]([CH:45]4[CH2:46][CH2:47][N:48]([CH2:51][CH2:52][CH3:54])[CH2:49][CH2:50]4)=[CH:44][C:38]=3[O:37][CH3:36])[N:7]=2)[CH:18]=[CH:19][C:20]=1[O:34][CH3:35], predict the reactants needed to synthesize it. The reactants are: Cl[C:2]1[N:7]=[C:6]([C:8]2[N:12]3[CH:13]=[CH:14][CH:15]=[CH:16][C:11]3=[N:10][C:9]=2[C:17]2[CH:18]=[CH:19][C:20]([O:34][CH3:35])=[C:21]([CH:33]=2)[C:22]([NH:24][C:25]2[C:30]([F:31])=[CH:29][CH:28]=[CH:27][C:26]=2[F:32])=[O:23])[CH:5]=[CH:4][N:3]=1.[CH3:36][O:37][C:38]1[CH:44]=[C:43]([CH:45]2[CH2:50][CH2:49][N:48]([CH2:51][CH:52]([CH3:54])C)[CH2:47][CH2:46]2)[CH:42]=[CH:41][C:39]=1[NH2:40].[C:55]1(C)C=CC(S(O)(=O)=O)=CC=1.C[O-].[Na+]. (2) Given the product [OH:15][C@@H:14]1[C@H:10]([OH:9])[C@@H:11]([CH2:31][OH:32])[O:12][C@H:13]1[N:24]1[CH:29]=[CH:28][CH:27]=[N:26][C:25]1=[O:30], predict the reactants needed to synthesize it. The reactants are: C([O:9][C@H:10]1[C@@H:14]([O:15]C(=O)C2C=CC=CC=2)[C@H:13]([N:24]2[CH:29]=[CH:28][CH:27]=[N:26][C:25]2=[O:30])[O:12][C@@H:11]1[CH2:31][O:32]C(=O)C1C=CC=CC=1)(=O)C1C=CC=CC=1.N.